From a dataset of Catalyst prediction with 721,799 reactions and 888 catalyst types from USPTO. Predict which catalyst facilitates the given reaction. (1) Reactant: [NH2:1][CH2:2][CH2:3][CH2:4][N:5]1[CH2:10][CH2:9][O:8][CH2:7][CH2:6]1.[Cl:11][C:12]1[CH:17]=[CH:16][C:15]([CH:18]([C:37]2[CH:42]=[CH:41][C:40]([Cl:43])=[CH:39][CH:38]=2)[N:19]2[CH2:22][C:21](=[CH:23][S:24]([CH2:27][C:28]3[CH:29]=[C:30]([CH:34]=[CH:35][CH:36]=3)[C:31](O)=[O:32])(=[O:26])=[O:25])[CH2:20]2)=[CH:14][CH:13]=1. Product: [Cl:11][C:12]1[CH:17]=[CH:16][C:15]([CH:18]([C:37]2[CH:38]=[CH:39][C:40]([Cl:43])=[CH:41][CH:42]=2)[N:19]2[CH2:22][C:21](=[CH:23][S:24]([CH2:27][C:28]3[CH:29]=[C:30]([CH:34]=[CH:35][CH:36]=3)[C:31]([NH:1][CH2:2][CH2:3][CH2:4][N:5]3[CH2:10][CH2:9][O:8][CH2:7][CH2:6]3)=[O:32])(=[O:26])=[O:25])[CH2:20]2)=[CH:14][CH:13]=1. The catalyst class is: 4. (2) Reactant: [C:1]([N:4]1[CH2:9][CH2:8][C:7]2[N:10]([CH:37]3[CH2:42][CH2:41][O:40][CH2:39][CH2:38]3)[N:11]=[C:12]([N:13]3[C:22]4[C:17](=[CH:18][C:19]([C:27]5[CH:28]=[CH:29][C:30]([C:33](O)=[O:34])=[N:31][CH:32]=5)=[C:20]([C:23]([F:26])([F:25])[F:24])[CH:21]=4)[N:16]([CH3:36])[CH2:15][CH2:14]3)[C:6]=2[CH2:5]1)(=[O:3])[CH3:2].Cl.CN.[CH:46]([N:49](CC)C(C)C)(C)C.CN(C(ON1N=NC2C=CC=NC1=2)=[N+](C)C)C.F[P-](F)(F)(F)(F)F. Product: [C:1]([N:4]1[CH2:9][CH2:8][C:7]2[N:10]([CH:37]3[CH2:38][CH2:39][O:40][CH2:41][CH2:42]3)[N:11]=[C:12]([N:13]3[C:22]4[C:17](=[CH:18][C:19]([C:27]5[CH:28]=[CH:29][C:30]([C:33]([NH:49][CH3:46])=[O:34])=[N:31][CH:32]=5)=[C:20]([C:23]([F:24])([F:25])[F:26])[CH:21]=4)[N:16]([CH3:36])[CH2:15][CH2:14]3)[C:6]=2[CH2:5]1)(=[O:3])[CH3:2]. The catalyst class is: 34. (3) The catalyst class is: 3. Product: [I:15][C:12]1[CH:13]=[CH:14][C:9]([O:5][CH2:4][CH2:3][O:2][CH3:1])=[C:10]([N+:16]([O-:18])=[O:17])[CH:11]=1. Reactant: [CH3:1][O:2][CH2:3][CH2:4][OH:5].[H-].[Na+].F[C:9]1[CH:14]=[CH:13][C:12]([I:15])=[CH:11][C:10]=1[N+:16]([O-:18])=[O:17]. (4) Reactant: [CH3:1][O:2][NH:3][C:4]([C:6]1[C:7](=[O:40])[C:8]2[CH:13]=[N:12][C:11]([NH:14][C:15]3[CH:20]=[CH:19][C:18]([CH2:21][CH2:22][N:23]4[CH2:28][CH2:27][NH:26][CH2:25][CH2:24]4)=[CH:17][CH:16]=3)=[N:10][C:9]=2[N:29]([C:31]2[CH:32]=[C:33]3[C:37](=[CH:38][CH:39]=2)[CH2:36][CH2:35][CH2:34]3)[CH:30]=1)=[O:5].[CH3:41][S:42](Cl)(=[O:44])=[O:43].C(N(CC)CC)C. Product: [CH3:1][O:2][NH:3][C:4]([C:6]1[C:7](=[O:40])[C:8]2[CH:13]=[N:12][C:11]([NH:14][C:15]3[CH:20]=[CH:19][C:18]([CH2:21][CH2:22][N:23]4[CH2:24][CH2:25][N:26]([S:42]([CH3:41])(=[O:44])=[O:43])[CH2:27][CH2:28]4)=[CH:17][CH:16]=3)=[N:10][C:9]=2[N:29]([C:31]2[CH:32]=[C:33]3[C:37](=[CH:38][CH:39]=2)[CH2:36][CH2:35][CH2:34]3)[CH:30]=1)=[O:5]. The catalyst class is: 2. (5) Reactant: CC1(C)[O:6][C:5]2[CH:7]=[C:8]([CH2:11][C@H:12]([NH:16]C(OCC3C4C(=CC=CC=4)C4C3=CC=CC=4)=O)[C:13]([OH:15])=[O:14])[CH:9]=[CH:10][C:4]=2[O:3]1.N1CCCCC1.O. Product: [O:14]=[C:13]([C@H:12]([CH2:11][C:8]1[CH:7]=[C:5]([OH:6])[C:4]([OH:3])=[CH:10][CH:9]=1)[NH2:16])[OH:15]. The catalyst class is: 157. (6) Reactant: [Br:1][C:2]1[CH:7]=[CH:6][C:5]([OH:8])=[CH:4][C:3]=1[CH3:9].[H-].[Na+].Cl[CH2:13][O:14][CH3:15]. Product: [Br:1][C:2]1[CH:7]=[CH:6][C:5]([O:8][CH2:13][O:14][CH3:15])=[CH:4][C:3]=1[CH3:9]. The catalyst class is: 248. (7) Reactant: Cl.[CH:2]1([CH2:8][CH2:9][NH:10][NH:11][C:12]([NH2:14])=[NH:13])[CH2:7][CH2:6][CH2:5][CH2:4][CH2:3]1.[CH3:15][O:16][C:17]1[CH:27]=[C:26]([CH3:28])[C:25]([O:29][CH3:30])=[CH:24][C:18]=1[C:19](OCC)=O.C[O-].[Na+]. Product: [CH:2]1([CH2:8][CH2:9][N:10]2[C:19]([C:18]3[CH:24]=[C:25]([O:29][CH3:30])[C:26]([CH3:28])=[CH:27][C:17]=3[O:16][CH3:15])=[N:13][C:12]([NH2:14])=[N:11]2)[CH2:3][CH2:4][CH2:5][CH2:6][CH2:7]1. The catalyst class is: 5. (8) Reactant: [Si:1]([O:18][CH2:19][C@@H:20]([N:28]1[C:32](=[O:33])[CH2:31][NH:30][C:29]1=[S:34])[C:21]1[CH:26]=[CH:25][C:24]([F:27])=[CH:23][CH:22]=1)([C:14]([CH3:17])([CH3:16])[CH3:15])([C:8]1[CH:13]=[CH:12][CH:11]=[CH:10][CH:9]=1)[C:2]1[CH:7]=[CH:6][CH:5]=[CH:4][CH:3]=1.[CH3:35][O:36][C:37]1[CH:38]=[C:39]([CH:42]=[CH:43][C:44]=1[N:45]1[CH:49]=[C:48]([CH3:50])[N:47]=[CH:46]1)[CH:40]=O.N1CCCCC1. Product: [Si:1]([O:18][CH2:19][C@@H:20]([N:28]1[C:32](=[O:33])/[C:31](=[CH:40]/[C:39]2[CH:42]=[CH:43][C:44]([N:45]3[CH:49]=[C:48]([CH3:50])[N:47]=[CH:46]3)=[C:37]([O:36][CH3:35])[CH:38]=2)/[NH:30][C:29]1=[S:34])[C:21]1[CH:22]=[CH:23][C:24]([F:27])=[CH:25][CH:26]=1)([C:14]([CH3:15])([CH3:16])[CH3:17])([C:8]1[CH:13]=[CH:12][CH:11]=[CH:10][CH:9]=1)[C:2]1[CH:7]=[CH:6][CH:5]=[CH:4][CH:3]=1. The catalyst class is: 8. (9) The catalyst class is: 6. Reactant: O1CCOCC1.[F:7][CH:8]([F:32])[C:9]1[CH:14]=[CH:13][N:12]=[C:11]([NH:15][C:16]2[CH:21]=[C:20](B3OC(C)(C)C(C)(C)O3)[CH:19]=[C:18]([CH3:31])[CH:17]=2)[N:10]=1.[Cl:33][C:34]1[CH:35]=[N:36][N:37]([CH2:39][CH2:40][NH:41]C(=O)OC(C)(C)C)[CH:38]=1.C(=O)([O-])[O-].[Na+].[Na+]. Product: [ClH:33].[NH2:41][CH2:40][CH2:39][N:37]1[CH:38]=[C:34]([C:20]2[CH:21]=[C:16]([NH:15][C:11]3[N:10]=[C:9]([CH:8]([F:7])[F:32])[CH:14]=[CH:13][N:12]=3)[CH:17]=[C:18]([CH3:31])[CH:19]=2)[CH:35]=[N:36]1. (10) Reactant: [CH3:1][N:2]1[N:10]=[C:9]([C:11]([NH:13][CH:14]2[CH2:21][CH:20]3[N:22]([CH3:23])[CH:16]([CH2:17][CH2:18][CH2:19]3)[CH2:15]2)=[O:12])[C:8]2[CH:7]=[CH:6][CH:5]=[CH:4][C:3]1=2.[ClH:24]. Product: [CH3:1][N:2]1[N:10]=[C:9]([C:11]([NH:13][CH:14]2[CH2:21][CH:20]3[N:22]([CH3:23])[CH:16]([CH2:17][CH2:18][CH2:19]3)[CH2:15]2)=[O:12])[C:8]2[CH:7]=[CH:6][CH:5]=[CH:4][C:3]1=2.[ClH:24]. The catalyst class is: 11.